The task is: Predict the product of the given reaction.. This data is from Forward reaction prediction with 1.9M reactions from USPTO patents (1976-2016). (1) Given the reactants [H-].[Na+].[O:3]1[C:7]2([CH2:12][CH2:11][CH:10]([OH:13])[CH2:9][CH2:8]2)[O:6][CH2:5][CH2:4]1.Br[CH2:15][C:16]1[CH:21]=[CH:20][C:19]([F:22])=[CH:18][CH:17]=1.C([O-])(O)=O.[Na+], predict the reaction product. The product is: [F:22][C:19]1[CH:20]=[CH:21][C:16]([CH2:15][O:13][CH:10]2[CH2:11][CH2:12][C:7]3([O:6][CH2:5][CH2:4][O:3]3)[CH2:8][CH2:9]2)=[CH:17][CH:18]=1. (2) Given the reactants O.[NH2:2][NH2:3].F[C:5]1[CH:12]=[CH:11][C:10]([C:13]2[CH:21]=[CH:20][CH:19]=[C:18]3[C:14]=2[CH:15]=[CH:16][NH:17]3)=[CH:9][C:6]=1[C:7]#[N:8], predict the reaction product. The product is: [NH:17]1[C:18]2[C:14](=[C:13]([C:10]3[CH:9]=[C:6]4[C:5](=[CH:12][CH:11]=3)[NH:3][N:2]=[C:7]4[NH2:8])[CH:21]=[CH:20][CH:19]=2)[CH:15]=[CH:16]1. (3) The product is: [CH2:1]([N:8]1[CH2:13][CH:12]([CH3:14])[CH:11]([OH:15])[CH:10]([CH3:16])[CH2:9]1)[C:2]1[CH:3]=[CH:4][CH:5]=[CH:6][CH:7]=1. Given the reactants [CH2:1]([N:8]1[CH2:13][CH:12]([CH3:14])[C:11](=[O:15])[CH:10]([CH3:16])[CH2:9]1)[C:2]1[CH:7]=[CH:6][CH:5]=[CH:4][CH:3]=1, predict the reaction product. (4) Given the reactants [F:1][C:2]1[CH:3]=[C:4]([CH:7]=[CH:8][CH:9]=1)[CH2:5][NH2:6].[C:10](O[C:10]([O:12][C:13]([CH3:16])([CH3:15])[CH3:14])=[O:11])([O:12][C:13]([CH3:16])([CH3:15])[CH3:14])=[O:11].O, predict the reaction product. The product is: [C:13]([O:12][C:10](=[O:11])[NH:6][CH2:5][C:4]1[CH:7]=[CH:8][CH:9]=[C:2]([F:1])[CH:3]=1)([CH3:16])([CH3:15])[CH3:14]. (5) The product is: [CH2:6]([O:13][C:14]1[CH:23]=[C:22]([CH:24]2[CH2:27][CH2:26][CH2:25]2)[C:21]([Br:28])=[CH:20][C:15]=1[C:16]([O:18][CH3:19])=[O:17])[C:7]1[CH:8]=[CH:9][CH:10]=[CH:11][CH:12]=1. Given the reactants C(=O)(O)[O-].[Na+].[CH2:6]([O:13][C:14]1[CH:23]=[C:22]([CH:24]2[CH2:27][CH2:26][CH2:25]2)[CH:21]=[CH:20][C:15]=1[C:16]([O:18][CH3:19])=[O:17])[C:7]1[CH:12]=[CH:11][CH:10]=[CH:9][CH:8]=1.[Br:28]Br, predict the reaction product.